Dataset: TCR-epitope binding with 47,182 pairs between 192 epitopes and 23,139 TCRs. Task: Binary Classification. Given a T-cell receptor sequence (or CDR3 region) and an epitope sequence, predict whether binding occurs between them. The epitope is TFYLTNDVSFL. The TCR CDR3 sequence is CASSQDTGLGVGAYEQYF. Result: 0 (the TCR does not bind to the epitope).